This data is from Forward reaction prediction with 1.9M reactions from USPTO patents (1976-2016). The task is: Predict the product of the given reaction. (1) Given the reactants [Br:1]N1C(=O)CCC1=O.[F:9][C:10]1[CH:16]=[CH:15][C:14]([F:17])=[CH:13][C:11]=1[NH2:12], predict the reaction product. The product is: [Br:1][C:15]1[C:14]([F:17])=[CH:13][C:11]([NH2:12])=[C:10]([F:9])[CH:16]=1. (2) The product is: [CH3:41][C:36]1[C:35]([C:34]2[C:26]3[O:25][CH2:24][CH:23]([C:22]4[C:17]([CH2:16][NH:15][C:3](=[O:4])[CH3:2])=[N:18][CH:19]=[CH:20][CH:21]=4)[N:28]4[C:29](=[O:42])[NH:30][C:31]([C:27]=34)=[CH:32][CH:33]=2)=[C:39]([CH3:40])[O:38][N:37]=1. Given the reactants F[C:2](F)(F)[C:3](O)=[O:4].FC(F)(F)C(O)=O.[NH2:15][CH2:16][C:17]1[C:22]([CH:23]2[N:28]3[C:29](=[O:42])[NH:30][C:31]4=[CH:32][CH:33]=[C:34]([C:35]5[C:36]([CH3:41])=[N:37][O:38][C:39]=5[CH3:40])[C:26](=[C:27]34)[O:25][CH2:24]2)=[CH:21][CH:20]=[CH:19][N:18]=1.C(N(CC)C(C)C)(C)C.C(Cl)(=O)C, predict the reaction product.